From a dataset of Forward reaction prediction with 1.9M reactions from USPTO patents (1976-2016). Predict the product of the given reaction. Given the reactants [CH3:1][C:2]1[CH:8]=[C:7]([OH:9])[C:6]([CH3:10])=[CH:5][C:3]=1[NH2:4].C(=O)([O-])[O-].[K+].[K+].[Cl:17][C:18]1[CH:19]=[C:20]([CH:37]=[CH:38][CH:39]=1)[CH2:21][C:22]1[N:26]=[C:25](S(C2C=CC(C)=CC=2)(=O)=O)[S:24][N:23]=1, predict the reaction product. The product is: [Cl:17][C:18]1[CH:19]=[C:20]([CH:37]=[CH:38][CH:39]=1)[CH2:21][C:22]1[N:26]=[C:25]([O:9][C:7]2[C:6]([CH3:10])=[CH:5][C:3]([NH2:4])=[C:2]([CH3:1])[CH:8]=2)[S:24][N:23]=1.